This data is from Retrosynthesis with 50K atom-mapped reactions and 10 reaction types from USPTO. The task is: Predict the reactants needed to synthesize the given product. (1) Given the product Cc1cc(N2C[C@H]3CN(C(=O)OCc4ccccc4)C[C@H]32)cnc1Cl, predict the reactants needed to synthesize it. The reactants are: Cc1cc(Br)cnc1Cl.O=C(OCc1ccccc1)N1C[C@@H]2CN[C@@H]2C1. (2) Given the product CCCCCC1=NN(C(=O)c2cccc3ccccc23)CC1c1ccccc1, predict the reactants needed to synthesize it. The reactants are: CCCCCC1=NNCC1c1ccccc1.O=C(Cl)c1cccc2ccccc12. (3) Given the product CCNc1cccc(C(=O)Nc2c(C(F)(F)F)c(C(F)(F)C(F)(F)F)nn2C)c1F, predict the reactants needed to synthesize it. The reactants are: CC=O.Cn1nc(C(F)(F)C(F)(F)F)c(C(F)(F)F)c1NC(=O)c1cccc(N)c1F. (4) Given the product CC(C)(c1ccc(C=O)s1)c1nnc(C2CC2)n1C1CC1, predict the reactants needed to synthesize it. The reactants are: CC(C)(c1cccs1)c1nnc(C2CC2)n1C1CC1.CN(C)C=O. (5) Given the product CC(C)(C)OC(=O)NC1CN(c2ccc(Cl)nc2)C1, predict the reactants needed to synthesize it. The reactants are: CC(C)(C)OC(=O)NC1CNC1.Clc1ccc(I)cn1. (6) Given the product CCOC(=O)/C(C)=C/c1ccc(OC(C)C)cc1Oc1ncc(C(F)(F)F)cc1Cl, predict the reactants needed to synthesize it. The reactants are: CC(C)I.CCOC(=O)/C(C)=C/c1ccc(O)cc1Oc1ncc(C(F)(F)F)cc1Cl. (7) Given the product O=C1Nc2ccccc2/C1=C/Nc1ccc(S(=O)(=O)Nc2ccccn2)cc1, predict the reactants needed to synthesize it. The reactants are: Nc1ccc(S(=O)(=O)Nc2ccccn2)cc1.O=C1Nc2ccccc2C1=CO.